From a dataset of Forward reaction prediction with 1.9M reactions from USPTO patents (1976-2016). Predict the product of the given reaction. (1) Given the reactants [I:1][C:2]1[CH:13]=[CH:12][C:5]2[C:6]([CH2:9][CH2:10][NH2:11])=[CH:7][O:8][C:4]=2[CH:3]=1.[O:14]1[CH2:19][CH2:18][CH2:17][C:16](=O)[CH2:15]1.[OH-].[Na+], predict the reaction product. The product is: [I:1][C:2]1[CH:13]=[CH:12][C:5]2[C:6]3[CH2:9][CH2:10][NH:11][C:16]4([CH2:17][CH2:18][CH2:19][O:14][CH2:15]4)[C:7]=3[O:8][C:4]=2[CH:3]=1. (2) The product is: [CH3:20][N:21]([CH2:22][CH2:23][CH3:24])[C:2]1[N:7]=[N:6][C:5]([C:8]2[CH:13]=[CH:12][CH:11]=[CH:10][CH:9]=2)=[C:4]([C:14]2[CH:19]=[CH:18][N:17]=[CH:16][CH:15]=2)[CH:3]=1. Given the reactants Cl[C:2]1[N:7]=[N:6][C:5]([C:8]2[CH:13]=[CH:12][CH:11]=[CH:10][CH:9]=2)=[C:4]([C:14]2[CH:19]=[CH:18][N:17]=[CH:16][CH:15]=2)[CH:3]=1.[CH3:20][NH:21][CH2:22][CH2:23][CH3:24], predict the reaction product. (3) Given the reactants [CH3:1][C:2]([N:12]1[C:16]2[N:17]=[C:18]([NH:21]CC3C=CC(OC)=CC=3)[N:19]=[CH:20][C:15]=2[C:14]([C:31]([C:33]2[CH:40]=[CH:39][C:36]([C:37]#[N:38])=[C:35]([NH:41]CC3C=CC(OC)=CC=3)[CH:34]=2)=[O:32])=[CH:13]1)([CH3:11])[CH2:3][O:4]C1CCCCO1, predict the reaction product. The product is: [NH2:41][C:35]1[CH:34]=[C:33]([C:31]([C:14]2[C:15]3[CH:20]=[N:19][C:18]([NH2:21])=[N:17][C:16]=3[N:12]([C:2]([CH3:11])([CH3:1])[CH2:3][OH:4])[CH:13]=2)=[O:32])[CH:40]=[CH:39][C:36]=1[C:37]#[N:38]. (4) Given the reactants Br[C:2]1[CH:7]=[C:6]([N+:8]([O-])=O)[C:5]([NH2:11])=[C:4]([CH3:12])[CH:3]=1.CC1(C)C(C)(C)OB([C:21]2[CH:26]=[CH:25][CH:24]=[CH:23][C:22]=2[C:27]([F:30])([F:29])[F:28])O1, predict the reaction product. The product is: [CH3:12][C:4]1[C:5]([NH2:11])=[C:6]([NH2:8])[CH:7]=[C:2]([C:21]2[CH:26]=[CH:25][CH:24]=[CH:23][C:22]=2[C:27]([F:30])([F:29])[F:28])[CH:3]=1. (5) Given the reactants [Si:1]([O:8][C@@H:9]([CH2:28][O:29][CH3:30])[CH2:10][O:11][C:12]1[CH:13]=[CH:14][C:15]([NH:18][C:19]2[C:20](=[O:27])[N:21]([CH3:26])[N:22]=[C:23](Cl)[CH:24]=2)=[N:16][CH:17]=1)([C:4]([CH3:7])([CH3:6])[CH3:5])([CH3:3])[CH3:2].C([O:34][CH2:35][C:36]1[C:41](B2OC(C)(C)C(C)(C)O2)=[CH:40][CH:39]=[CH:38][C:37]=1[N:51]1[N:60]=[CH:59][C:58]2[C:53](=[C:54]([F:65])[CH:55]=[C:56]([C:61]([CH3:64])([CH3:63])[CH3:62])[CH:57]=2)[C:52]1=[O:66])(=O)C.CC(C1C=C(C(C)C)C(C2C=CC=CC=2P(C2CCCCC2)C2CCCCC2)=C(C(C)C)C=1)C.[O-]P([O-])([O-])=O.[K+].[K+].[K+].[OH-].[Na+], predict the reaction product. The product is: [C:61]([C:56]1[CH:57]=[C:58]2[C:53](=[C:54]([F:65])[CH:55]=1)[C:52](=[O:66])[N:51]([C:37]1[CH:38]=[CH:39][CH:40]=[C:41]([C:23]3[CH:24]=[C:19]([NH:18][C:15]4[CH:14]=[CH:13][C:12]([O:11][CH2:10][C@@H:9]([O:8][Si:1]([C:4]([CH3:7])([CH3:6])[CH3:5])([CH3:3])[CH3:2])[CH2:28][O:29][CH3:30])=[CH:17][N:16]=4)[C:20](=[O:27])[N:21]([CH3:26])[N:22]=3)[C:36]=1[CH2:35][OH:34])[N:60]=[CH:59]2)([CH3:64])([CH3:62])[CH3:63]. (6) Given the reactants C([O:9][C:10]1[C:11]([OH:37])=[N:12][C:13]([C:20]23[N:26]([C:27](OCC4C=CC=CC=4)=O)[CH:23]([CH2:24][CH2:25]2)[CH2:22][CH2:21]3)=[N:14][C:15]=1[C:16]([O:18]C)=O)(=O)C1C=CC=CC=1.[F:38][C:39]1[CH:46]=[CH:45][C:42]([CH2:43][NH2:44])=[CH:41][CH:40]=1.[BH3-]C#N.[Na+].C(O[Na])(C)=O.C=O, predict the reaction product. The product is: [F:38][C:39]1[CH:46]=[CH:45][C:42]([CH2:43][NH:44][C:16]([C:15]2[C:10]([OH:9])=[C:11]([OH:37])[N:12]=[C:13]([C:20]34[N:26]([CH3:27])[CH:23]([CH2:22][CH2:21]3)[CH2:24][CH2:25]4)[N:14]=2)=[O:18])=[CH:41][CH:40]=1. (7) Given the reactants [N+:1]([C:4]1[CH:12]=[CH:11][CH:10]=[CH:9][C:5]=1[C:6]([OH:8])=O)([O-:3])=[O:2].O=S(Cl)Cl.[F:17][C:18]1[CH:24]=[CH:23][CH:22]=[CH:21][C:19]=1[NH2:20].C([O-])(O)=O.[Na+], predict the reaction product. The product is: [F:17][C:18]1[CH:24]=[CH:23][CH:22]=[CH:21][C:19]=1[NH:20][C:6](=[O:8])[C:5]1[CH:9]=[CH:10][CH:11]=[CH:12][C:4]=1[N+:1]([O-:3])=[O:2]. (8) Given the reactants [CH2:1]([O:3][C:4]([C:6]1([C:9]2[CH:14]=[CH:13][C:12]([C:15]3[CH:20]=[CH:19][C:18]([C:21]4[O:25][N:24]=[C:23]([CH3:26])[C:22]=4[NH2:27])=[CH:17][CH:16]=3)=[CH:11][CH:10]=2)[CH2:8][CH2:7]1)=[O:5])[CH3:2].Br[C:29]1[CH:30]=[C:31]([C:35]2[C:36]([O:41][CH3:42])=[N:37][CH:38]=[CH:39][CH:40]=2)[CH:32]=[CH:33][CH:34]=1, predict the reaction product. The product is: [CH2:1]([O:3][C:4]([C:6]1([C:9]2[CH:10]=[CH:11][C:12]([C:15]3[CH:20]=[CH:19][C:18]([C:21]4[O:25][N:24]=[C:23]([CH3:26])[C:22]=4[NH:27][C:33]4[CH:34]=[CH:29][CH:30]=[C:31]([C:35]5[C:36]([O:41][CH3:42])=[N:37][CH:38]=[CH:39][CH:40]=5)[CH:32]=4)=[CH:17][CH:16]=3)=[CH:13][CH:14]=2)[CH2:8][CH2:7]1)=[O:5])[CH3:2]. (9) Given the reactants C([O:3][C:4]([C:6]1[CH:44]=[CH:43][C:9]([O:10][C:11]2[CH:16]=[CH:15][N:14]=[C:13]3[N:17]([CH2:34][C:35]4[CH:40]=[CH:39][C:38]([O:41][CH3:42])=[CH:37][CH:36]=4)[N:18]=[C:19]([NH:20][C@@H:21]4[CH2:26][CH2:25][CH2:24][N:23]([C:27]([O:29][C:30]([CH3:33])([CH3:32])[CH3:31])=[O:28])[CH2:22]4)[C:12]=23)=[CH:8][CH:7]=1)=[O:5])C.[Li+].[OH-].Cl, predict the reaction product. The product is: [C:30]([O:29][C:27]([N:23]1[CH2:24][CH2:25][CH2:26][C@@H:21]([NH:20][C:19]2[C:12]3[C:13](=[N:14][CH:15]=[CH:16][C:11]=3[O:10][C:9]3[CH:43]=[CH:44][C:6]([C:4]([OH:5])=[O:3])=[CH:7][CH:8]=3)[N:17]([CH2:34][C:35]3[CH:36]=[CH:37][C:38]([O:41][CH3:42])=[CH:39][CH:40]=3)[N:18]=2)[CH2:22]1)=[O:28])([CH3:33])([CH3:32])[CH3:31].